This data is from Forward reaction prediction with 1.9M reactions from USPTO patents (1976-2016). The task is: Predict the product of the given reaction. Given the reactants [F:1][C:2]([F:31])([F:30])[C@@:3]([C:19]1[CH:24]=[CH:23][C:22]([N:25]2[CH:29]=[CH:28][CH:27]=[N:26]2)=[CH:21][CH:20]=1)(O)[CH2:4][C:5]1[NH:6][CH:7]=[C:8]([CH2:10][C:11]2([C:14]([F:17])([F:16])[F:15])[CH2:13][CH2:12]2)[N:9]=1.C(OC(=O)C)(=O)C.[OH-].[Na+], predict the reaction product. The product is: [F:31][C:2]([F:1])([F:30])/[C:3](/[C:19]1[CH:20]=[CH:21][C:22]([N:25]2[CH:29]=[CH:28][CH:27]=[N:26]2)=[CH:23][CH:24]=1)=[CH:4]\[C:5]1[NH:6][CH:7]=[C:8]([CH2:10][C:11]2([C:14]([F:15])([F:16])[F:17])[CH2:12][CH2:13]2)[N:9]=1.